The task is: Predict the product of the given reaction.. This data is from Forward reaction prediction with 1.9M reactions from USPTO patents (1976-2016). (1) Given the reactants [CH3:1][O:2][C:3](=[O:21])[CH:4]=[CH:5][C:6]1[CH:11]=[CH:10][CH:9]=[CH:8][C:7]=1[CH2:12][NH:13][C:14]([O:16][C:17]([CH3:20])([CH3:19])[CH3:18])=[O:15].C(O)(C(F)(F)F)=O.CCN(C(C)C)C(C)C.C(OC(OC(C)(C)C)=O)(OC(C)(C)C)=O, predict the reaction product. The product is: [C:17]([O:16][C:14]([N:13]1[CH2:12][C:7]2[C:6](=[CH:11][CH:10]=[CH:9][CH:8]=2)[CH:5]1[CH2:4][C:3]([O:2][CH3:1])=[O:21])=[O:15])([CH3:18])([CH3:20])[CH3:19]. (2) Given the reactants Cl[C:2]1[C:7]([Cl:8])=[CH:6][C:5]([C:9]([F:12])([F:11])[F:10])=[CH:4][N:3]=1.[CH2:13]([NH:20][S:21]([C:24]1[CH:29]=[CH:28][C:27]([O:30][CH3:31])=[CH:26][CH:25]=1)(=[O:23])=[O:22])[C:14]1[CH:19]=[CH:18][CH:17]=[CH:16][CH:15]=1, predict the reaction product. The product is: [CH2:13]([N:20]([C:2]1[C:7]([Cl:8])=[CH:6][C:5]([C:9]([F:12])([F:11])[F:10])=[CH:4][N:3]=1)[S:21]([C:24]1[CH:25]=[CH:26][C:27]([O:30][CH3:31])=[CH:28][CH:29]=1)(=[O:23])=[O:22])[C:14]1[CH:19]=[CH:18][CH:17]=[CH:16][CH:15]=1. (3) Given the reactants [CH3:1][O-:2].[Na+].C[O:5][C:6]([C:8]1[C:9]2[CH:10]=[CH:11][N:12]([CH:18]([CH3:20])[CH3:19])[C:13]=2[CH:14]=[C:15](Br)[CH:16]=1)=[O:7].Cl, predict the reaction product. The product is: [CH:18]([N:12]1[C:13]2[CH:14]=[C:15]([O:2][CH3:1])[CH:16]=[C:8]([C:6]([OH:5])=[O:7])[C:9]=2[CH:10]=[CH:11]1)([CH3:20])[CH3:19]. (4) Given the reactants Br[C:2]1[CH:7]=[CH:6][N:5]2[C:8]3[CH:14]=[CH:13][CH:12]=[CH:11][C:9]=3[N:10]=[C:4]2[N:3]=1.Cl.[F:16][CH2:17][CH2:18][NH2:19].C(N(CC)CC)C, predict the reaction product. The product is: [F:16][CH2:17][CH2:18][NH:19][C:2]1[CH:7]=[CH:6][N:5]2[C:8]3[CH:14]=[CH:13][CH:12]=[CH:11][C:9]=3[N:10]=[C:4]2[N:3]=1. (5) Given the reactants C([O-])(O)=O.[Na+].[NH:6]1[C:14]2[C:9](=[CH:10][CH:11]=[CH:12][CH:13]=2)[CH2:8][CH2:7]1.[C:15](Cl)(=[O:17])[CH3:16], predict the reaction product. The product is: [N:6]1([C:15](=[O:17])[CH3:16])[C:14]2[C:9](=[CH:10][CH:11]=[CH:12][CH:13]=2)[CH2:8][CH2:7]1. (6) Given the reactants [Br:1][C:2]1[CH:7]=[C:6]([Cl:8])[CH:5]=[CH:4][C:3]=1[F:9].BrC1[C:16]([CH:17]([OH:19])C)=C(Cl)C(F)=CC=1, predict the reaction product. The product is: [Br:1][C:2]1[C:3]([F:9])=[CH:4][CH:5]=[C:6]([Cl:8])[C:7]=1[CH:17]([OH:19])[CH3:16].